From a dataset of Catalyst prediction with 721,799 reactions and 888 catalyst types from USPTO. Predict which catalyst facilitates the given reaction. (1) Reactant: [ClH:1].[Cl:2][C:3]1[N:7]2[CH2:8][CH2:9][N:10]([CH3:24])[C:11]3([CH2:16][CH2:15][N:14](C(OC(C)(C)C)=O)[CH2:13][CH2:12]3)[C:6]2=[CH:5][CH:4]=1. Product: [ClH:2].[ClH:1].[Cl:2][C:3]1[N:7]2[CH2:8][CH2:9][N:10]([CH3:24])[C:11]3([CH2:16][CH2:15][NH:14][CH2:13][CH2:12]3)[C:6]2=[CH:5][CH:4]=1. The catalyst class is: 4. (2) Product: [OH:21][NH:20][C:3](=[O:2])[CH:4]=[CH:5][CH:6]=[CH:7][CH2:8][S:9]([C:11]1[CH:16]=[CH:15][C:14]([O:17][CH3:18])=[CH:13][CH:12]=1)=[O:10]. Reactant: C[O:2][C:3](=O)[CH:4]=[CH:5][CH:6]=[CH:7][CH2:8][S:9]([C:11]1[CH:16]=[CH:15][C:14]([O:17][CH3:18])=[CH:13][CH:12]=1)=[O:10].[NH2:20][OH:21].[OH-].[K+].CO. The catalyst class is: 1. (3) Reactant: [Br:1][C:2]1[CH:7]=[CH:6][C:5]([C:8](=[O:10])[CH3:9])=[CH:4][CH:3]=1.[Li+].C[Si]([N-][Si](C)(C)C)(C)C.[F:21][C:22]([F:29])([F:28])[C:23](OCC)=[O:24]. Product: [Br:1][C:2]1[CH:7]=[CH:6][C:5]([C:8](=[O:10])[CH2:9][C:23](=[O:24])[C:22]([F:29])([F:28])[F:21])=[CH:4][CH:3]=1. The catalyst class is: 1. (4) Reactant: Br[C:2]1[CH:3]=[C:4]([CH:29]=[CH:30][CH:31]=1)[C:5]([NH:7][CH:8]([C:10]1[N:15]=[N:14][C:13]([NH:16][C:17]2[CH:22]=[C:21]([O:23][CH3:24])[C:20]([O:25][CH3:26])=[C:19]([O:27][CH3:28])[CH:18]=2)=[N:12][CH:11]=1)[CH3:9])=[O:6].NC(C1N=NC(NC2C=C(OC)C(OC)=C(OC)C=2)=NC=1)C.[C:54]([C:57]1[CH:56]=[C:55]([CH:60]=[CH:59][CH:58]=1)[C:54](O)=[O:61])(=[O:61])[C:55]1[CH:60]=[CH:59][CH:58]=[CH:57][CH:56]=1.C(N(C(C)C)CC)(C)C.F[P-](F)(F)(F)(F)F.N1(OC(N(C)C)=[N+](C)C)C2N=CC=CC=2N=N1. Product: [C:54]([C:2]1[CH:3]=[C:4]([CH:29]=[CH:30][CH:31]=1)[C:5]([NH:7][CH:8]([C:10]1[N:15]=[N:14][C:13]([NH:16][C:17]2[CH:18]=[C:19]([O:27][CH3:28])[C:20]([O:25][CH3:26])=[C:21]([O:23][CH3:24])[CH:22]=2)=[N:12][CH:11]=1)[CH3:9])=[O:6])(=[O:61])[C:55]1[CH:60]=[CH:59][CH:58]=[CH:57][CH:56]=1. The catalyst class is: 9. (5) Reactant: [OH-].[Na+].Cl.[CH2:4]([C@H:11]1[C:15]([NH2:16])=[N:14][CH2:13][C@H:12]1[CH2:17][CH2:18][CH3:19])[C:5]1[CH:10]=[CH:9][CH:8]=[CH:7][CH:6]=1. Product: [CH2:4]([C@H:11]1[C:15]([NH2:16])=[N:14][CH2:13][C@H:12]1[CH2:17][CH2:18][CH3:19])[C:5]1[CH:10]=[CH:9][CH:8]=[CH:7][CH:6]=1. The catalyst class is: 5. (6) Reactant: [CH3:1][C@@:2]1([C:12](O)=[O:13])[CH2:6][CH2:5][C@H:4]([C:7](O)=[O:8])[C:3]1([CH3:11])[CH3:10].[H-].[H-].[H-].[H-].[Li+].[Al+3].C1COCC1. Product: [CH3:1][C@@:2]1([CH2:12][OH:13])[CH2:6][CH2:5][C@H:4]([CH2:7][OH:8])[C:3]1([CH3:10])[CH3:11]. The catalyst class is: 1. (7) Reactant: [NH2:1][C:2]1[CH:9]=[CH:8][CH:7]=[C:6]([Cl:10])[C:3]=1[C:4]#[N:5].[N-:11]=[N+:12]=[N-:13].[Na+].Cl.C(N(CC)CC)C. Product: [Cl:10][C:6]1[C:3]([C:4]2[NH:13][N:12]=[N:11][N:5]=2)=[C:2]([CH:9]=[CH:8][CH:7]=1)[NH2:1]. The catalyst class is: 11. (8) The catalyst class is: 12. Reactant: CS(O[CH2:6][CH2:7][CH2:8][N:9]1[CH2:13][CH2:12][N:11]([CH2:14][CH2:15][N:16]2[CH2:21][CH2:20][CH2:19][CH2:18][CH2:17]2)[C:10]1=[C:22]([C:25]#[N:26])[C:23]#[N:24])(=O)=O.[CH2:27]([NH:29][CH2:30][CH3:31])[CH3:28].[I-].[Na+].O. Product: [CH2:27]([N:29]([CH2:30][CH3:31])[CH2:6][CH2:7][CH2:8][N:9]1[CH2:13][CH2:12][N:11]([CH2:14][CH2:15][N:16]2[CH2:21][CH2:20][CH2:19][CH2:18][CH2:17]2)[C:10]1=[C:22]([C:25]#[N:26])[C:23]#[N:24])[CH3:28]. (9) The catalyst class is: 34. Reactant: N#N.[CH:3](/[C:11]1[O:12][CH:13]=[C:14]([CH2:16][OH:17])[N:15]=1)=[CH:4]\[C:5]1[CH:10]=[CH:9][CH:8]=[CH:7][CH:6]=1.[C:18]([Si:22](Cl)([CH3:24])[CH3:23])([CH3:21])([CH3:20])[CH3:19].N1C=CN=C1. Product: [Si:22]([O:17][CH2:16][C:14]1[N:15]=[C:11](/[CH:3]=[CH:4]/[C:5]2[CH:6]=[CH:7][CH:8]=[CH:9][CH:10]=2)[O:12][CH:13]=1)([C:18]([CH3:21])([CH3:20])[CH3:19])([CH3:24])[CH3:23].